This data is from Forward reaction prediction with 1.9M reactions from USPTO patents (1976-2016). The task is: Predict the product of the given reaction. Given the reactants Br[C:2]1[CH:3]=[C:4]2[C:9](=[CH:10][CH:11]=1)[N:8]=[C:7](Cl)[CH:6]=[CH:5]2.[CH3:13][O:14][C:15]1[CH:22]=[CH:21][CH:20]=[CH:19][C:16]=1[CH2:17][NH2:18].[CH:23]([Sn](CCCC)(CCCC)CCCC)=[CH2:24].Br[C:39]1[CH:44]=[CH:43][CH:42]=[CH:41][C:40]=1[O:45][CH3:46], predict the reaction product. The product is: [CH3:13][O:14][C:15]1[CH:22]=[CH:21][CH:20]=[CH:19][C:16]=1[CH2:17][NH:18][C:7]1[CH:6]=[CH:5][C:4]2[C:9](=[CH:10][CH:11]=[C:2]([CH2:23][CH2:24][C:39]3[CH:44]=[CH:43][CH:42]=[CH:41][C:40]=3[O:45][CH3:46])[CH:3]=2)[N:8]=1.